This data is from Full USPTO retrosynthesis dataset with 1.9M reactions from patents (1976-2016). The task is: Predict the reactants needed to synthesize the given product. The reactants are: [CH3:1][C:2]([C:11]1[N:16]=[C:15]2[CH2:17][CH2:18][CH2:19][CH2:20][CH2:21][C:14]2=[C:13]([C:22]2[CH:27]=[CH:26][N:25]=[C:24]([CH3:28])[CH:23]=2)[C:12]=1[C:29]1[NH:33][N:32]=[N:31][N:30]=1)([CH3:10])[C:3]([O:5]C(C)(C)C)=[O:4].C(O)(C(F)(F)F)=O. Given the product [CH3:10][C:2]([C:11]1[N:16]=[C:15]2[CH2:17][CH2:18][CH2:19][CH2:20][CH2:21][C:14]2=[C:13]([C:22]2[CH:27]=[CH:26][N:25]=[C:24]([CH3:28])[CH:23]=2)[C:12]=1[C:29]1[NH:33][N:32]=[N:31][N:30]=1)([CH3:1])[C:3]([OH:5])=[O:4], predict the reactants needed to synthesize it.